From a dataset of Reaction yield outcomes from USPTO patents with 853,638 reactions. Predict the reaction yield, written as a fraction of the theoretical maximum amount of product (1.0 means a 100% yield; for example, 0.34 means a 34% yield). (1) The reactants are Br[C:2]1[CH:7]=[C:6]([O:8][CH3:9])[CH:5]=[CH:4][C:3]=1[Cl:10].[CH:11]([Mg]Cl)([CH3:13])[CH3:12].[S:16](Cl)(Cl)(=[S:18])=O.[NH4+].[Cl-:22]. The catalyst is C1COCC1.[Cl-].[Zn+2].[Cl-]. The product is [Cl:10][C:3]1[CH:4]=[CH:5][C:6]([O:8][CH3:9])=[CH:7][C:2]=1[S:16][S:18][C:11]1[CH:13]=[C:6]([O:8][CH3:9])[CH:5]=[CH:4][C:12]=1[Cl:22]. The yield is 0.219. (2) The reactants are F[C:2]1[CH:9]=[CH:8][C:5]([C:6]#[N:7])=[CH:4][CH:3]=1.[NH:10]1[CH:14]=[CH:13][CH:12]=[N:11]1.C(=O)([O-])[O-].[K+].[K+].O. The catalyst is CN(C=O)C. The product is [N:10]1([C:2]2[CH:9]=[CH:8][C:5]([C:6]#[N:7])=[CH:4][CH:3]=2)[CH:14]=[CH:13][CH:12]=[N:11]1. The yield is 0.870. (3) The reactants are [CH3:1][O:2][C:3]1[CH:12]=[C:11]([O:13][CH3:14])[CH:10]=[C:9]2[C:4]=1[C:5](=[O:27])[NH:6][C:7]([C:15]1[CH:20]=[CH:19][C:18]([N:21]3[CH2:26][CH2:25][NH:24][CH2:23][CH2:22]3)=[CH:17][CH:16]=1)=[N:8]2.CCN(CC)CC.[C:35](Cl)(=[O:41])[CH2:36][CH2:37][CH2:38][CH2:39][CH3:40]. The catalyst is C(Cl)Cl. The product is [C:35]([N:24]1[CH2:23][CH2:22][N:21]([C:18]2[CH:19]=[CH:20][C:15]([C:7]3[NH:6][C:5](=[O:27])[C:4]4[C:9](=[CH:10][C:11]([O:13][CH3:14])=[CH:12][C:3]=4[O:2][CH3:1])[N:8]=3)=[CH:16][CH:17]=2)[CH2:26][CH2:25]1)(=[O:41])[CH2:36][CH2:37][CH2:38][CH2:39][CH3:40]. The yield is 0.380. (4) The reactants are [CH2:1]([N:8]([CH2:21][C:22]1[CH:27]=[CH:26][CH:25]=[CH:24][CH:23]=1)[C:9]1[N:10]=[CH:11][CH:12]=[C:13]2[CH:17]=[C:16]([C:18]([OH:20])=O)[NH:15][C:14]=12)[C:2]1[CH:7]=[CH:6][CH:5]=[CH:4][CH:3]=1.[NH2:28][CH2:29][C:30]1[CH:35]=[CH:34][N:33]=[CH:32][CH:31]=1.C(N=C=NCCCN(C)C)C.ON1C2C=CC=CC=2N=N1. The catalyst is O.CN(C)C=O. The product is [CH2:21]([N:8]([CH2:1][C:2]1[CH:3]=[CH:4][CH:5]=[CH:6][CH:7]=1)[C:9]1[N:10]=[CH:11][CH:12]=[C:13]2[CH:17]=[C:16]([C:18]([NH:28][CH2:29][C:30]3[CH:35]=[CH:34][N:33]=[CH:32][CH:31]=3)=[O:20])[NH:15][C:14]=12)[C:22]1[CH:27]=[CH:26][CH:25]=[CH:24][CH:23]=1. The yield is 0.840. (5) The reactants are C1CO[C:8]2[CH:7]=[CH:6][C:5]([NH:11][C:12]3[C:17]([F:18])=[CH:16][N:15]=[C:14]([NH:19][C:20]4[CH:25]=[CH:24][CH:23]=[C:22](O)[CH:21]=4)[N:13]=3)=[CH:4][C:3]=2[O:2]1.ClC1N=C(NC2C=CC=C(O)C=2)C(F)=C[N:29]=1.N1C=CC=CC=1CN. No catalyst specified. The product is [F:18][C:17]1[C:12]([NH:11][C:5]2[CH:6]=[CH:7][CH:8]=[C:3]([OH:2])[CH:4]=2)=[N:13][C:14]([NH:19][CH2:20][C:25]2[CH:24]=[CH:23][CH:22]=[CH:21][N:29]=2)=[N:15][CH:16]=1. The yield is 0.620. (6) The reactants are [NH2:1][C:2]([CH3:6])([CH3:5])[CH2:3][OH:4].[CH2:7]([N:9]=[C:10]=[O:11])[CH3:8]. No catalyst specified. The product is [CH2:7]([NH:9][C:10]([NH:1][C:2]([CH3:6])([CH3:5])[CH2:3][OH:4])=[O:11])[CH3:8]. The yield is 0.940. (7) The reactants are [Cl-].[Al+3].[Cl-].[Cl-].[N-:5]=[N+:6]=[N-:7].[Na+].[C:9]1([C:15]2[CH2:21][CH2:20][CH2:19][C:18]3[CH:22]=[CH:23][CH:24]=[CH:25][C:17]=3[C:16]=2[C:26]2[CH:31]=[CH:30][C:29]([CH:32]=[CH:33][C:34]#[N:35])=[CH:28][CH:27]=2)[CH:14]=[CH:13][CH:12]=[CH:11][CH:10]=1. The catalyst is C1COCC1.Cl. The product is [C:9]1([C:15]2[CH2:21][CH2:20][CH2:19][C:18]3[CH:22]=[CH:23][CH:24]=[CH:25][C:17]=3[C:16]=2[C:26]2[CH:27]=[CH:28][C:29]([CH:32]=[CH:33][C:34]3[NH:35][N:7]=[N:6][N:5]=3)=[CH:30][CH:31]=2)[CH:10]=[CH:11][CH:12]=[CH:13][CH:14]=1. The yield is 0.560. (8) The reactants are [OH:1][C:2]1[CH:9]=[CH:8][C:5]([CH:6]=O)=[CH:4][CH:3]=1.[C:10]([O:17][CH3:18])(=[O:16])[CH2:11][C:12]([O:14][CH3:15])=[O:13].N1CCCCC1. The catalyst is C1C=CC=CC=1. The product is [OH:1][C:2]1[CH:9]=[CH:8][C:5]([CH:6]=[C:11]([C:10]([O:17][CH3:18])=[O:16])[C:12]([O:14][CH3:15])=[O:13])=[CH:4][CH:3]=1. The yield is 0.750. (9) The reactants are [NH2:1][C:2]1[CH:17]=[C:16]([Cl:18])[CH:15]=[CH:14][C:3]=1[O:4][C:5]1[CH:10]=[CH:9][C:8]([C:11](=O)[CH3:12])=[CH:7][CH:6]=1.Cl.[NH2:20][OH:21].O. The catalyst is C(O)C. The product is [NH2:1][C:2]1[CH:17]=[C:16]([Cl:18])[CH:15]=[CH:14][C:3]=1[O:4][C:5]1[CH:10]=[CH:9][C:8]([C:11](=[N:20][OH:21])[CH3:12])=[CH:7][CH:6]=1. The yield is 0.420. (10) The reactants are C([O:8][C:9]1[CH:18]=[C:17]2[C:12]([C:13]([O:19][C:20]3[CH:21]=[C:22]4[C:26](=[CH:27][CH:28]=3)[NH:25][CH:24]=[CH:23]4)=[N:14][CH:15]=[N:16]2)=[CH:11][C:10]=1[O:29][CH3:30])C1C=CC=CC=1.[H][H]. The catalyst is CN(C=O)C.C(Cl)Cl.[Pd]. The product is [OH:8][C:9]1[CH:18]=[C:17]2[C:12]([C:13]([O:19][C:20]3[CH:21]=[C:22]4[C:26](=[CH:27][CH:28]=3)[NH:25][CH:24]=[CH:23]4)=[N:14][CH:15]=[N:16]2)=[CH:11][C:10]=1[O:29][CH3:30]. The yield is 0.440.